Dataset: Experimentally validated miRNA-target interactions with 360,000+ pairs, plus equal number of negative samples. Task: Binary Classification. Given a miRNA mature sequence and a target amino acid sequence, predict their likelihood of interaction. (1) The miRNA is cel-miR-72-5p with sequence AGGCAAGAUGUUGGCAUAGCUGA. The protein sequence of the target gene is MVRPLNCIVAVSQNMGIGKNGDLPWPPLRNEFKYFQRMTTTSSVEGKQNLVIMGRKTWFSIPEKNRPLKDRINIVLSRELKEPPRGAHFLAKSLDDALRLIEQPELASKVDMVWIVGGSSVYQEAMNQPGHLRLFVTRIMQEFESDTFFPEIDLGKYKLLPEYPGVLSEVQEEKGIKYKFEVYEKKD. Result: 0 (no interaction). (2) The miRNA is mmu-miR-466j with sequence UGUGUGCAUGUGCAUGUGUGUAA. The protein sequence of the target gene is MAGGRETCLPLIGFILICLKMVASAKSAPEIPTIDQAYSKLSNSITVEWATVPGATSYLLTAEDGDTVIETTVANSPGTVTGLKAATWYEITIRSISAAGRSQASPPKQAKTVLAAPILEVSSPSSDSILVQWEAVYMAIAFSVSIMRANGLGSIWKENTTNTSLTFTSLEAGTLYTIKAYAWNANRIPGDDSTCNQRTSPRAPANIQVSFDSGALKASFSWARAEGAFNYTVMALSDSSELTCSTTFSSCTISSLQCGTEYLISVLASNDAGSSKSSSAMTLKTVACAPGRVTIQEDPP.... Result: 0 (no interaction). (3) The miRNA is hsa-miR-4281 with sequence GGGUCCCGGGGAGGGGGG. The protein sequence of the target gene is MALQGISVVELSGLAPGPFCAMVLADFGARVVRVDRPGSRYDVSRLGRGKRSLVLDLKQPRGAAVLRRLCKRSDVLLEPFRRGVMEKLQLGPEILQRENPRLIYARLSGFGQSGSFCRLAGHDINYLALSGVLSKIGRSGENPYAPLNLLADFAGGGLMCALGIIMALFDRTRTGKGQVIDANMVEGTAYLSSFLWKTQKLSLWEAPRGQNMLDGGAPFYTTYRTADGEFMAVGAIEPQFYELLIKGLGLKSDELPNQMSMDDWPEMKKKFADVFAEKTKAEWCQIFDGTDACVTPVLTF.... Result: 0 (no interaction). (4) The miRNA is mmu-miR-17-5p with sequence CAAAGUGCUUACAGUGCAGGUAG. The protein sequence of the target gene is MAGPLQGGGARALDLLRGLPRVSLANLKPNPGSKKPERRPRGRRRGRKCGRGHKGERQRGTRPRLGFEGGQTPFYIRIPKYGFNEGHSFRRQYKPLSLNRLQYLIDLGRVDPSQPIDLTQLVNGRGVTIQPLKRDYGVQLVEEGADTFTAKVNIEVQLASELAIAAIEKNGGVVTTAFYDPRSLDIVCKPVPFFLRGQPIPKRMLPPEELVPYYTDAKNRGYLADPAKFPEARLELARKYGYILPDITKDELFKMLCTRKDPRQIFFGLAPGWVVNMADKKILKPTDENLLKYYTS. Result: 0 (no interaction). (5) The miRNA is hsa-miR-335-5p with sequence UCAAGAGCAAUAACGAAAAAUGU. The protein sequence of the target gene is MSDQIKFIMDSLNKEPFRKNYNLITFDSLEPMQLLQVLSDVLAEIDPKQLVDIREEMPEQTAKRMLSLLGILKYKPSGNATDMSTFRQGLVIGSKPVIYPVLHWLLQRTNELKKRAYLARFLIKLEVPSEFLQDETVADTNKQYEELMEAFKTLHKEYEQLKISGFSTAEIRKDISAMEEEKDQLIKRVEHLKKRVETAQNHQWMLKIARQLRVEKEREEYLAQQKQEQKNQLFHAVQRLQRVQNQLKSMRQAAADAKPESLMKRLEEEIKFNLYMVTEKFPKELENKKKELHFLQKVVS.... Result: 1 (interaction). (6) The miRNA is hsa-miR-5010-3p with sequence UUUUGUGUCUCCCAUUCCCCAG. The protein sequence of the target gene is MSESSGSALQPGRPSRQPAVHPENLSLDSSCFSSPPVNFLQELPSYRSIARRRTTVHSRDKQSGTLLKPTDSYSSQLEDRIAENLSSHSLRNYALNISEKRRLRDIQETQMKYLSEWDQWKRYSSKSWKRFLEKAREMTTHLELWREDIRSIEGKFGTGIQSYFSFLRFLVLLNLVIFLIIFMLVLLPVLLTKYKITNSSFVLIPFKDMDKQCTVYPVSSSGLIYFYSYIIDLLSGTGFLEETSLFYGHYTIDGVKFQNFTYDLPLAYLLSTIASLALSLLWIVKRSVEGFKINLIRSEE.... Result: 0 (no interaction). (7) The miRNA is hsa-miR-4305 with sequence CCUAGACACCUCCAGUUC. The protein sequence of the target gene is MEQRNRLGALGYLLPLLLHSLLLFVADATFTEVPKDVTVREGDDIEMPCAFRASGATSYSLEIQWWYLKEPPRELLHELALSVPGARSKVTNKDATKISTVRVQGNDISHRLRLSAVRLQDEGVYECRVSDYSDDDTQEHKAQALLRVLSRFAPPNMQAAEAVSHIQSSGPRRHGASSAVSSNNAGAAVRTTSETSHDDKNPPPGSPPAGSGVPEAAAAAASATHTATTTAAAAAASSSASPPSGQAVLLRQRHGSGTGPGYSADPLLSLLLLALHKFLHPLLGH. Result: 0 (no interaction).